From a dataset of NCI-60 drug combinations with 297,098 pairs across 59 cell lines. Regression. Given two drug SMILES strings and cell line genomic features, predict the synergy score measuring deviation from expected non-interaction effect. (1) Drug 1: CN(C)C1=NC(=NC(=N1)N(C)C)N(C)C. Drug 2: C1C(C(OC1N2C=NC(=NC2=O)N)CO)O. Cell line: SK-OV-3. Synergy scores: CSS=-1.41, Synergy_ZIP=1.56, Synergy_Bliss=-0.230, Synergy_Loewe=-1.60, Synergy_HSA=-1.91. (2) Drug 1: C1CC(=O)NC(=O)C1N2CC3=C(C2=O)C=CC=C3N. Drug 2: CC(C)NC(=O)C1=CC=C(C=C1)CNNC.Cl. Cell line: NCI-H460. Synergy scores: CSS=-0.482, Synergy_ZIP=1.20, Synergy_Bliss=0.957, Synergy_Loewe=-0.753, Synergy_HSA=-2.08.